The task is: Regression/Classification. Given a drug SMILES string, predict its absorption, distribution, metabolism, or excretion properties. Task type varies by dataset: regression for continuous measurements (e.g., permeability, clearance, half-life) or binary classification for categorical outcomes (e.g., BBB penetration, CYP inhibition). Dataset: b3db_classification.. This data is from Blood-brain barrier permeability classification from the B3DB database. (1) The compound is Cc1c(N(C)C)c(=O)n(-c2ccccc2)n1C. The result is 1 (penetrates BBB). (2) The drug is COc1cccc(C(=O)NC2C[C@@H]3CC[C@H](C2)N3Cc2ccccc2)c1OC. The result is 1 (penetrates BBB). (3) The compound is CCC(=O)OCC(=O)C1(OC(=O)CC)C(C)CC2C3CCC4=CC(=O)C=CC4(C)C3(F)C(O)CC21C. The result is 1 (penetrates BBB). (4) The compound is COC(=O)N1CCN(C(=O)Cc2ccc(Cl)c(Cl)c2)[C@@H](CN2CCCC2)C1. The result is 1 (penetrates BBB). (5) The compound is N[C@@H](C(=O)N[C@@H]1C(=O)N2C(C(=O)O)=C(CSc3cn[nH]n3)CS[C@H]12)c1ccc(O)cc1. The result is 0 (does not penetrate BBB).